This data is from Catalyst prediction with 721,799 reactions and 888 catalyst types from USPTO. The task is: Predict which catalyst facilitates the given reaction. (1) Reactant: [CH3:1][N:2]1[C:6]([C:7]([OH:9])=O)=[C:5]([N+:10]([O-:12])=[O:11])[CH:4]=[N:3]1.[NH:13]1[CH2:16][CH2:15][CH2:14]1.C(N(C(C)C)CC)(C)C.CCCP1(OP(CCC)(=O)OP(CCC)(=O)O1)=O. Product: [N:13]1([C:7]([C:6]2[N:2]([CH3:1])[N:3]=[CH:4][C:5]=2[N+:10]([O-:12])=[O:11])=[O:9])[CH2:16][CH2:15][CH2:14]1. The catalyst class is: 13. (2) Reactant: [I:1][C:2]1[CH:7]=[CH:6][C:5]([CH2:8]O)=[C:4]([SH:10])[CH:3]=1.[BrH:11].[C:12]1([P:18]([C:25]2[CH:30]=[CH:29][CH:28]=[CH:27][CH:26]=2)[C:19]2[CH:24]=[CH:23][CH:22]=[CH:21][CH:20]=2)[CH:17]=[CH:16][CH:15]=[CH:14][CH:13]=1. Product: [Br-:11].[I:1][C:2]1[CH:7]=[CH:6][C:5]([CH2:8][P+:18]([C:19]2[CH:20]=[CH:21][CH:22]=[CH:23][CH:24]=2)([C:25]2[CH:30]=[CH:29][CH:28]=[CH:27][CH:26]=2)[C:12]2[CH:13]=[CH:14][CH:15]=[CH:16][CH:17]=2)=[C:4]([SH:10])[CH:3]=1. The catalyst class is: 10. (3) The catalyst class is: 75. Product: [CH2:16]([O:15][CH2:14][O:13][C:10]([C:3]1[C:4]([F:9])=[C:5]([CH3:8])[CH:6]=[CH:7][C:2]=1[B:18]1[O:22][C:21]([CH3:24])([CH3:23])[C:20]([CH3:26])([CH3:25])[O:19]1)([CH3:12])[CH3:11])[CH3:17]. Reactant: Br[C:2]1[CH:7]=[CH:6][C:5]([CH3:8])=[C:4]([F:9])[C:3]=1[C:10]([O:13][CH2:14][O:15][CH2:16][CH3:17])([CH3:12])[CH3:11].[B:18]1([B:18]2[O:22][C:21]([CH3:24])([CH3:23])[C:20]([CH3:26])([CH3:25])[O:19]2)[O:22][C:21]([CH3:24])([CH3:23])[C:20]([CH3:26])([CH3:25])[O:19]1.CC([O-])=O.[K+].O. (4) Product: [F:21][C:20]([F:22])([F:23])[C:19]([NH:18][C@H:16]([CH3:17])[CH2:15][C:10]1[CH:9]=[C:8]([O:25][CH3:26])[C:7]([CH2:6][CH2:5][CH2:4][OH:3])=[CH:12][C:11]=1[O:13][CH3:14])=[O:24]. Reactant: C([O:3][C:4](=O)[CH2:5][CH2:6][C:7]1[CH:12]=[C:11]([O:13][CH3:14])[C:10]([CH2:15][C@H:16]([NH:18][C:19](=[O:24])[C:20]([F:23])([F:22])[F:21])[CH3:17])=[CH:9][C:8]=1[O:25][CH3:26])C.[H-].[H-].[H-].[H-].[Li+].[Al+3]. The catalyst class is: 1. (5) The catalyst class is: 1. Product: [NH2:1][C:2]1[C:13]([C:14]([OH:16])([CH3:18])[CH3:15])=[C:12]([Cl:17])[C:5]2[C:6]([CH:9]3[CH2:11][CH2:10]3)=[N:7][O:8][C:4]=2[CH:3]=1. Reactant: [NH2:1][C:2]1[C:13]([C:14](=[O:16])[CH3:15])=[C:12]([Cl:17])[C:5]2[C:6]([CH:9]3[CH2:11][CH2:10]3)=[N:7][O:8][C:4]=2[CH:3]=1.[CH3:18][Mg]Cl.C1COCC1.[NH4+].[Cl-]. (6) Reactant: [Cl:1][CH2:2][CH2:3][O:4][CH2:5][CH2:6][C:7]([OH:9])=O.S(Cl)([Cl:12])=O. Product: [Cl:1][CH2:2][CH2:3][O:4][CH2:5][CH2:6][C:7]([Cl:12])=[O:9]. The catalyst class is: 3.